This data is from NCI-60 drug combinations with 297,098 pairs across 59 cell lines. The task is: Regression. Given two drug SMILES strings and cell line genomic features, predict the synergy score measuring deviation from expected non-interaction effect. Drug 1: CC(CN1CC(=O)NC(=O)C1)N2CC(=O)NC(=O)C2. Drug 2: C1C(C(OC1N2C=NC3=C2NC=NCC3O)CO)O. Cell line: SR. Synergy scores: CSS=55.1, Synergy_ZIP=-1.79, Synergy_Bliss=-0.932, Synergy_Loewe=-8.77, Synergy_HSA=1.59.